Task: Predict the reaction yield, written as a fraction of the theoretical maximum amount of product (1.0 means a 100% yield; for example, 0.34 means a 34% yield).. Dataset: Reaction yield outcomes from USPTO patents with 853,638 reactions (1) The reactants are Cl[C:2]1[C:3]2[C:4]3[O:15][CH:14]=[CH:13][C:5]=3[C:6](=[O:12])[NH:7][C:8]=2[N:9]=[CH:10][CH:11]=1.[NH2:16][C:17]1[CH:22]=[CH:21][CH:20]=[CH:19][CH:18]=1.CC(C1C=C(C(C)C)C(C2C=CC=CC=2P(C2CCCCC2)C2CCCCC2)=C(C(C)C)C=1)C.C([O-])([O-])=O.[K+].[K+]. The catalyst is C(O)(C)(C)C.C(Cl)Cl.CO.[Pd].[Pd].C(=CC(C=CC1C=CC=CC=1)=O)C1C=CC=CC=1.C(=CC(C=CC1C=CC=CC=1)=O)C1C=CC=CC=1.C(=CC(C=CC1C=CC=CC=1)=O)C1C=CC=CC=1. The product is [C:17]1([NH:16][C:2]2[C:3]3[C:4]4[O:15][CH:14]=[CH:13][C:5]=4[C:6](=[O:12])[NH:7][C:8]=3[N:9]=[CH:10][CH:11]=2)[CH:22]=[CH:21][CH:20]=[CH:19][CH:18]=1. The yield is 0.200. (2) The catalyst is O1CCCC1. The yield is 0.350. The reactants are Cl[C:2]1[C:3]([NH:22][CH2:23][CH:24]=[CH2:25])=[N:4][C:5]([C:12]2[CH:17]=[CH:16][C:15]([Cl:18])=[C:14]([O:19][CH3:20])[C:13]=2[F:21])=[N:6][C:7]=1[C:8]([O:10][CH3:11])=[O:9].CC(C)([O-])C.[K+].[CH2:32]([O:34][CH2:35]Cl)[CH3:33]. The product is [Cl:18][C:15]1[CH:16]=[CH:17][C:12]([C:5]2[N:6]=[C:7]([C:8]([O:10][CH3:11])=[O:9])[C:2]3[C:24]([CH3:25])=[CH:23][N:22]([CH2:35][O:34][CH2:32][CH3:33])[C:3]=3[N:4]=2)=[C:13]([F:21])[C:14]=1[O:19][CH3:20]. (3) The reactants are [CH2:1]([N:3](C(C)C)[CH:4](C)C)C.[C:10]([C:13]1[CH:14]=[C:15]([C:30]([OH:32])=O)[CH:16]=[C:17]2[C:22]=1[O:21][C:20]([N:23]1[CH2:28][CH2:27][O:26][CH2:25][CH2:24]1)=[CH:19][C:18]2=[O:29])(=[O:12])[CH3:11].Cl.CNC. The catalyst is C(Cl)Cl. The product is [C:10]([C:13]1[CH:14]=[C:15]([C:30]([N:3]([CH3:4])[CH3:1])=[O:32])[CH:16]=[C:17]2[C:22]=1[O:21][C:20]([N:23]1[CH2:28][CH2:27][O:26][CH2:25][CH2:24]1)=[CH:19][C:18]2=[O:29])(=[O:12])[CH3:11]. The yield is 0.460. (4) The reactants are [Cl:1][C:2]1[CH:10]=[C:9]2[C:5]([CH:6]=[CH:7][NH:8]2)=[CH:4][C:3]=1B1OCC(C)(C)CO1.[C:19](=O)([O-])[O-:20].[K+].[K+].Br[C:26]1[CH:31]=[CH:30][C:29]([CH:32]2[CH2:37][NH:36][C:35](=[O:38])[CH2:34][O:33]2)=[CH:28][CH:27]=1. The catalyst is CN(C=O)C.O1CCOCC1.C1C=CC(P(C2C=CC=CC=2)[C-]2C=CC=C2)=CC=1.C1C=CC(P(C2C=CC=CC=2)[C-]2C=CC=C2)=CC=1.Cl[Pd]Cl.[Fe+2]. The product is [Cl:1][C:2]1[CH:10]=[C:9]2[C:5]([C:6]([CH:19]=[O:20])=[CH:7][NH:8]2)=[CH:4][C:3]=1[C:26]1[CH:31]=[CH:30][C:29]([CH:32]2[O:33][CH2:34][C:35](=[O:38])[NH:36][CH2:37]2)=[CH:28][CH:27]=1. The yield is 0.750. (5) The yield is 0.230. The reactants are [S:1]1[C:5]([CH:6]=O)=[CH:4][N:3]=[CH:2]1.[N:8]([CH2:11][C:12]([O:14][CH2:15][CH3:16])=[O:13])=[N+:9]=[N-:10].[Na]. The catalyst is C(O)C. The product is [N:8](/[C:11](=[CH:6]\[C:5]1[S:1][CH:2]=[N:3][CH:4]=1)/[C:12]([O:14][CH2:15][CH3:16])=[O:13])=[N+:9]=[N-:10]. (6) The reactants are [F:1][C:2]1[CH:7]=[C:6]([F:8])[C:5]([F:9])=[CH:4][C:3]=1[CH2:10][C:11]([OH:13])=O.[CH3:14][C:15]1([CH3:23])[O:22][C:20](=[O:21])[CH2:19][C:17](=[O:18])[O:16]1.C(OC(C)C)(=O)C.Cl. The catalyst is CCCCCCC.O.O1CCCC1. The product is [OH:13][C:11](=[C:19]1[C:20](=[O:21])[O:22][C:15]([CH3:23])([CH3:14])[O:16][C:17]1=[O:18])[CH2:10][C:3]1[CH:4]=[C:5]([F:9])[C:6]([F:8])=[CH:7][C:2]=1[F:1]. The yield is 0.601. (7) The reactants are [CH3:1][C:2]1[N:3]=[CH:4][N:5]([C:7]2[CH:8]=C([CH:12]=[C:13]([C:15]([F:18])([F:17])[F:16])[CH:14]=2)C#N)[CH:6]=1.[OH-:19].[Na+].[O:21]1[CH2:26][CH2:25]OCC1. No catalyst specified. The product is [CH3:1][C:2]1[N:3]=[CH:4][N:5]([C:7]2[CH:8]=[C:25]([CH:12]=[C:13]([C:15]([F:18])([F:17])[F:16])[CH:14]=2)[C:26]([OH:21])=[O:19])[CH:6]=1. The yield is 0.740.